This data is from NCI-60 drug combinations with 297,098 pairs across 59 cell lines. The task is: Regression. Given two drug SMILES strings and cell line genomic features, predict the synergy score measuring deviation from expected non-interaction effect. (1) Drug 1: C1=CC=C(C(=C1)C(C2=CC=C(C=C2)Cl)C(Cl)Cl)Cl. Drug 2: CN1C2=C(C=C(C=C2)N(CCCl)CCCl)N=C1CCCC(=O)O.Cl. Cell line: NCI-H460. Synergy scores: CSS=2.48, Synergy_ZIP=0.987, Synergy_Bliss=3.79, Synergy_Loewe=1.60, Synergy_HSA=1.33. (2) Drug 2: C1=NC2=C(N=C(N=C2N1C3C(C(C(O3)CO)O)O)F)N. Synergy scores: CSS=43.4, Synergy_ZIP=-0.328, Synergy_Bliss=-0.713, Synergy_Loewe=-45.9, Synergy_HSA=-1.15. Drug 1: CN(CC1=CN=C2C(=N1)C(=NC(=N2)N)N)C3=CC=C(C=C3)C(=O)NC(CCC(=O)O)C(=O)O. Cell line: UACC-257. (3) Drug 1: C1C(C(OC1N2C=C(C(=O)NC2=O)F)CO)O. Drug 2: C1CNP(=O)(OC1)N(CCCl)CCCl. Cell line: EKVX. Synergy scores: CSS=3.00, Synergy_ZIP=-2.57, Synergy_Bliss=-3.48, Synergy_Loewe=-1.53, Synergy_HSA=-1.66.